From a dataset of Forward reaction prediction with 1.9M reactions from USPTO patents (1976-2016). Predict the product of the given reaction. (1) Given the reactants [F:1][C:2]1[N:10]=[C:9]2[C:5]([N:6]=[CH:7][N:8]2C2CCCCO2)=[C:4]([NH:17][CH:18]([C:20]2[N:21]([C:32]3[CH:37]=[CH:36][CH:35]=[CH:34][CH:33]=3)[C:22](=[O:31])[C:23]3[C:28]([CH:29]=2)=[CH:27][CH:26]=[CH:25][C:24]=3[CH3:30])[CH3:19])[N:3]=1.C([O-])(O)=O.[Na+].[F:43][C:44]1[N:52]=[C:51]2[C:47]([N:48]=[CH:49][NH:50]2)=[C:46]([NH:53][C@H:54]([C:56]2[N:57]([C:68]3[CH:73]=[CH:72][CH:71]=[CH:70][CH:69]=3)[C:58](=[O:67])[C:59]3[C:64]([CH:65]=2)=[CH:63][CH:62]=[CH:61][C:60]=3[CH3:66])[CH3:55])[N:45]=1, predict the reaction product. The product is: [F:1][C:2]1[N:10]=[C:9]2[C:5]([N:6]=[CH:7][NH:8]2)=[C:4]([NH:17][C@H:18]([C:20]2[N:21]([C:32]3[CH:37]=[CH:36][CH:35]=[CH:34][CH:33]=3)[C:22](=[O:31])[C:23]3[C:28]([CH:29]=2)=[CH:27][CH:26]=[CH:25][C:24]=3[CH3:30])[CH3:19])[N:3]=1.[F:43][C:44]1[N:52]=[C:51]2[C:47]([N:48]=[CH:49][NH:50]2)=[C:46]([NH:53][CH:54]([C:56]2[N:57]([C:68]3[CH:73]=[CH:72][CH:71]=[CH:70][CH:69]=3)[C:58](=[O:67])[C:59]3[C:64]([CH:65]=2)=[CH:63][CH:62]=[CH:61][C:60]=3[CH3:66])[CH3:55])[N:45]=1. (2) The product is: [Br:3][C:4]1[CH:5]=[C:6]([C:12]2[N:16]=[C:15]([C:17]([O:19][CH2:20][CH3:21])=[O:18])[O:14][N:13]=2)[CH:7]=[C:8]([Br:11])[C:9]=1[O:10][CH2:28][C:27]1[CH:30]=[CH:31][C:24]([O:23][CH3:22])=[CH:25][CH:26]=1. Given the reactants [H-].[Na+].[Br:3][C:4]1[CH:5]=[C:6]([C:12]2[N:16]=[C:15]([C:17]([O:19][CH2:20][CH3:21])=[O:18])[O:14][N:13]=2)[CH:7]=[C:8]([Br:11])[C:9]=1[OH:10].[CH3:22][O:23][C:24]1[CH:31]=[CH:30][C:27]([CH2:28]Cl)=[CH:26][CH:25]=1.O, predict the reaction product. (3) Given the reactants [H-].[Na+].[I-].[CH3:4][S+](C)C.[CH3:8][C:9]1[CH:14]=[CH:13][C:12]([C:15](=[CH2:19])[C:16](=[O:18])[CH3:17])=[CH:11][CH:10]=1, predict the reaction product. The product is: [CH3:8][C:9]1[CH:14]=[CH:13][C:12]([C:15]2([C:16](=[O:18])[CH3:17])[CH2:4][CH2:19]2)=[CH:11][CH:10]=1. (4) Given the reactants [CH2:1]([C@H:5]1[CH2:9][N:8]([C@H](C2C=CC=CC=2)C)[C:7](=[O:18])[CH2:6]1)[CH2:2][CH2:3][CH3:4].N.[Na], predict the reaction product. The product is: [CH2:1]([C@H:5]1[CH2:9][NH:8][C:7](=[O:18])[CH2:6]1)[CH2:2][CH2:3][CH3:4]. (5) Given the reactants [CH3:1][NH:2][C:3]1[CH:11]=[CH:10][C:6]([C:7]([OH:9])=[O:8])=[CH:5][CH:4]=1.[C:12](Cl)(=[O:19])[C:13]1[CH:18]=[CH:17][CH:16]=[CH:15][CH:14]=1.Cl, predict the reaction product. The product is: [C:12]([N:2]([CH3:1])[C:3]1[CH:4]=[CH:5][C:6]([C:7]([OH:9])=[O:8])=[CH:10][CH:11]=1)(=[O:19])[C:13]1[CH:18]=[CH:17][CH:16]=[CH:15][CH:14]=1. (6) Given the reactants Cl[C:2]1[N:6]([CH3:7])[C:5]2[C:8]([CH:13]([CH2:16][CH3:17])[CH2:14][CH3:15])=[CH:9][CH:10]=[C:11]([Cl:12])[C:4]=2[N:3]=1.[Br:18][C:19]1[CH:24]=[C:23]([O:25][C:26]([F:29])([F:28])[F:27])[CH:22]=[C:21]([Cl:30])[C:20]=1[OH:31], predict the reaction product. The product is: [Br:18][C:19]1[CH:24]=[C:23]([O:25][C:26]([F:29])([F:28])[F:27])[CH:22]=[C:21]([Cl:30])[C:20]=1[O:31][C:2]1[N:6]([CH3:7])[C:5]2[C:8]([CH:13]([CH2:16][CH3:17])[CH2:14][CH3:15])=[CH:9][CH:10]=[C:11]([Cl:12])[C:4]=2[N:3]=1. (7) Given the reactants [F:1][C:2]1[CH:7]=[CH:6][C:5]([C:8]2[S:9][C:10]([CH:13]([OH:15])[CH3:14])=[CH:11][N:12]=2)=[CH:4][CH:3]=1.CC(OI1(OC(C)=O)(OC(C)=O)OC(=O)C2C=CC=CC1=2)=O, predict the reaction product. The product is: [F:1][C:2]1[CH:3]=[CH:4][C:5]([C:8]2[S:9][C:10]([C:13](=[O:15])[CH3:14])=[CH:11][N:12]=2)=[CH:6][CH:7]=1. (8) Given the reactants [Cl:1][C:2]1[CH:3]=[C:4]2[C:9](=[CH:10][CH:11]=1)[O:8][C:7](=[O:12])[CH:6]=[C:5]2[OH:13].CCN(C(C)C)C(C)C.[Br:23][C:24]1[S:28][C:27]([S:29](Cl)(=[O:31])=[O:30])=[CH:26][CH:25]=1, predict the reaction product. The product is: [Cl:1][C:2]1[CH:11]=[CH:10][C:9]2[O:8][C:7](=[O:12])[CH:6]=[C:5]([O:13][S:29]([C:27]3[S:28][C:24]([Br:23])=[CH:25][CH:26]=3)(=[O:31])=[O:30])[C:4]=2[CH:3]=1. (9) Given the reactants [NH2:1][C:2]1[N:6]([C:7]2[CH:12]=[CH:11][CH:10]=[CH:9][CH:8]=2)[N:5]=[C:4]([C:13]([O:15][CH2:16][CH3:17])=[O:14])[C:3]=1[CH:18]=O.[CH3:20][NH2:21].C1COCC1.[BH4-].[Na+], predict the reaction product. The product is: [NH2:1][C:2]1[N:6]([C:7]2[CH:12]=[CH:11][CH:10]=[CH:9][CH:8]=2)[N:5]=[C:4]([C:13]([O:15][CH2:16][CH3:17])=[O:14])[C:3]=1[CH2:18][NH:21][CH3:20].